From a dataset of Merck oncology drug combination screen with 23,052 pairs across 39 cell lines. Regression. Given two drug SMILES strings and cell line genomic features, predict the synergy score measuring deviation from expected non-interaction effect. (1) Cell line: HCT116. Drug 2: CNC(=O)c1cc(Oc2ccc(NC(=O)Nc3ccc(Cl)c(C(F)(F)F)c3)cc2)ccn1. Drug 1: Cn1c(=O)n(-c2ccc(C(C)(C)C#N)cc2)c2c3cc(-c4cnc5ccccc5c4)ccc3ncc21. Synergy scores: synergy=22.0. (2) Drug 1: CCC1(O)C(=O)OCc2c1cc1n(c2=O)Cc2cc3c(CN(C)C)c(O)ccc3nc2-1. Drug 2: Cn1c(=O)n(-c2ccc(C(C)(C)C#N)cc2)c2c3cc(-c4cnc5ccccc5c4)ccc3ncc21. Cell line: SKMES1. Synergy scores: synergy=18.0. (3) Drug 1: CN(C)C(=N)N=C(N)N. Drug 2: C#Cc1cccc(Nc2ncnc3cc(OCCOC)c(OCCOC)cc23)c1. Cell line: VCAP. Synergy scores: synergy=1.93.